Dataset: Full USPTO retrosynthesis dataset with 1.9M reactions from patents (1976-2016). Task: Predict the reactants needed to synthesize the given product. (1) Given the product [Cl:9][CH2:10][CH2:11][CH2:12][C:13]1[CH:18]=[CH:17][C:16]([C:5](=[O:7])[CH3:6])=[CH:15][CH:14]=1, predict the reactants needed to synthesize it. The reactants are: [Cl-].[Cl-].[Cl-].[Al+3].[C:5](Cl)(=[O:7])[CH3:6].[Cl:9][CH2:10][CH2:11][CH2:12][C:13]1[CH:18]=[CH:17][CH:16]=[CH:15][CH:14]=1.Cl. (2) Given the product [CH3:1][O:2][C:3]([C:4]1[N:7]=[C:8]([CH3:9])[O:10][CH:5]=1)=[O:11], predict the reactants needed to synthesize it. The reactants are: [CH3:1][O:2][C:3](=[O:11])[CH:4]([NH:7][C:8](=[O:10])[CH3:9])[CH:5]=O.O=S(Cl)Cl. (3) Given the product [C:1]1([S:7]([N:10]2[C:18]3[C:13](=[CH:14][CH:15]=[C:16]([F:19])[CH:17]=3)[C:12]([C:20]3[CH:21]=[CH:22][C:23]4[N:27]=[C:26]([CH2:28][CH2:29][NH:30][S:33]([CH3:32])(=[O:35])=[O:34])[NH:25][C:24]=4[CH:31]=3)=[CH:11]2)(=[O:9])=[O:8])[CH:2]=[CH:3][CH:4]=[CH:5][CH:6]=1, predict the reactants needed to synthesize it. The reactants are: [C:1]1([S:7]([N:10]2[C:18]3[C:13](=[CH:14][CH:15]=[C:16]([F:19])[CH:17]=3)[C:12]([C:20]3[CH:21]=[CH:22][C:23]4[N:27]=[C:26]([CH2:28][CH2:29][NH2:30])[NH:25][C:24]=4[CH:31]=3)=[CH:11]2)(=[O:9])=[O:8])[CH:6]=[CH:5][CH:4]=[CH:3][CH:2]=1.[CH3:32][S:33](Cl)(=[O:35])=[O:34]. (4) Given the product [CH2:38]([O:37][C:35]([C:2]1[CH:3]=[CH:4][C:5]2[N:6]([C:8]([S:11][C:12]3[CH:13]=[C:14]4[C:19](=[CH:20][CH:21]=3)[N:18]=[CH:17][C:16]([N:22]3[CH2:27][CH2:26][O:25][CH2:24][CH2:23]3)=[CH:15]4)=[N:9][N:10]=2)[CH:7]=1)=[CH2:36])[CH3:39], predict the reactants needed to synthesize it. The reactants are: Br[C:2]1[CH:3]=[CH:4][C:5]2[N:6]([C:8]([S:11][C:12]3[CH:13]=[C:14]4[C:19](=[CH:20][CH:21]=3)[N:18]=[CH:17][C:16]([N:22]3[CH2:27][CH2:26][O:25][CH2:24][CH2:23]3)=[CH:15]4)=[N:9][N:10]=2)[CH:7]=1.N#N.C([Sn](CCCC)(CCCC)[C:35]([O:37][CH2:38][CH3:39])=[CH2:36])CCC. (5) Given the product [Cl:11][C:12]1[CH:18]=[C:17]([N+:19]([O-:21])=[O:20])[CH:16]=[CH:15][C:13]=1[NH:14][C:1](=[O:10])[C:2]1[CH:8]=[CH:7][CH:6]=[CH:5][C:3]=1[OH:4], predict the reactants needed to synthesize it. The reactants are: [C:1]([OH:10])(=O)[C:2]1[C:3](=[CH:5][CH:6]=[CH:7][CH:8]=1)[OH:4].[Cl:11][C:12]1[CH:18]=[C:17]([N+:19]([O-:21])=[O:20])[CH:16]=[CH:15][C:13]=1[NH2:14].P(Cl)(Cl)Cl.ClCCl.